From a dataset of Peptide-MHC class II binding affinity with 134,281 pairs from IEDB. Regression. Given a peptide amino acid sequence and an MHC pseudo amino acid sequence, predict their binding affinity value. This is MHC class II binding data. The peptide sequence is AGKATTEEQKLIEKI. The MHC is HLA-DPA10103-DPB10301 with pseudo-sequence HLA-DPA10103-DPB10301. The binding affinity (normalized) is 0.0367.